From a dataset of Peptide-MHC class II binding affinity with 134,281 pairs from IEDB. Regression. Given a peptide amino acid sequence and an MHC pseudo amino acid sequence, predict their binding affinity value. This is MHC class II binding data. (1) The peptide sequence is KMIGGIGGFIKVRQYDQIAI. The MHC is DRB4_0101 with pseudo-sequence DRB4_0103. The binding affinity (normalized) is 0.258. (2) The peptide sequence is LGIISHLLKTRDNSV. The MHC is DRB1_1501 with pseudo-sequence DRB1_1501. The binding affinity (normalized) is 0.572.